Task: Predict the product of the given reaction.. Dataset: Forward reaction prediction with 1.9M reactions from USPTO patents (1976-2016) (1) Given the reactants O=[C:2]1[CH2:7][CH2:6][CH2:5][CH2:4][CH:3]1[C:8]#[N:9].C([O-])(=O)C.[Na+].[CH2:15]([NH:17][NH2:18])[CH3:16].C([O-])(=O)C([O-])=O, predict the reaction product. The product is: [CH2:15]([N:17]1[C:8]([NH2:9])=[C:3]2[C:2]([CH2:7][CH2:6][CH2:5][CH2:4]2)=[N:18]1)[CH3:16]. (2) Given the reactants [C:1]([O:5][C:6]([N:8]([C:28]([O:30][C:31]([CH3:34])([CH3:33])[CH3:32])=[O:29])[C:9]1[C:23]([N+:24]([O-])=O)=[CH:22][C:12]([O:13][CH2:14][CH2:15][CH2:16][C:17]([O:19][CH2:20][CH3:21])=[O:18])=[CH:11][C:10]=1[CH3:27])=[O:7])([CH3:4])([CH3:3])[CH3:2].[H][H], predict the reaction product. The product is: [NH2:24][C:23]1[CH:22]=[C:12]([CH:11]=[C:10]([CH3:27])[C:9]=1[N:8]([C:28]([O:30][C:31]([CH3:34])([CH3:33])[CH3:32])=[O:29])[C:6]([O:5][C:1]([CH3:4])([CH3:2])[CH3:3])=[O:7])[O:13][CH2:14][CH2:15][CH2:16][C:17]([O:19][CH2:20][CH3:21])=[O:18]. (3) Given the reactants [C:1]([C:4]1[CH:9]=[CH:8][C:7]([N:10]2[C:14]([Cl:15])=[CH:13][C:12]([NH:16][C:17](=[O:21])[CH2:18][C:19]#[N:20])=[C:11]2[C:22](OCC)=[O:23])=[CH:6][CH:5]=1)(=[O:3])[CH3:2].CC(C)([O-])C.[K+], predict the reaction product. The product is: [C:1]([C:4]1[CH:5]=[CH:6][C:7]([N:10]2[C:11]3[C:22]([OH:23])=[C:18]([C:19]#[N:20])[C:17](=[O:21])[NH:16][C:12]=3[CH:13]=[C:14]2[Cl:15])=[CH:8][CH:9]=1)(=[O:3])[CH3:2]. (4) Given the reactants [CH3:1][O:2][C:3]1[CH:22]=[CH:21][C:6]([CH2:7][CH:8]2[C:12]3=[N:13][C:14]4[CH:19]=[CH:18][CH:17]=[CH:16][C:15]=4[N:11]3[C:10](=[O:20])[NH:9]2)=[CH:5][CH:4]=1.[NH2:23][CH:24]1[CH2:29][CH2:28][CH:27]([CH2:30][OH:31])[CH2:26][CH2:25]1.C(O)(C(F)(F)F)=O, predict the reaction product. The product is: [NH:13]1[C:14]2[CH:19]=[CH:18][CH:17]=[CH:16][C:15]=2[N:11]=[C:12]1[CH:8]([NH:9][C:10]([NH:23][CH:24]1[CH2:29][CH2:28][CH:27]([CH2:30][OH:31])[CH2:26][CH2:25]1)=[O:20])[CH2:7][C:6]1[CH:5]=[CH:4][C:3]([O:2][CH3:1])=[CH:22][CH:21]=1.